From a dataset of Forward reaction prediction with 1.9M reactions from USPTO patents (1976-2016). Predict the product of the given reaction. (1) Given the reactants C([O:8][C:9]1[C:14]2[NH:15][C:16](=[O:19])[CH2:17][O:18][C:13]=2[C:12]([C:20](=[O:24])[CH:21](O)O)=[CH:11][CH:10]=1)C1C=CC=CC=1.[CH2:25]([O:27][C:28]1[CH:38]=[CH:37][C:31]([CH2:32][C:33]2([NH2:36])[CH2:35][CH2:34]2)=[CH:30][CH:29]=1)[CH3:26].FC(F)(F)C([O-])=O, predict the reaction product. The product is: [CH2:25]([O:27][C:28]1[CH:38]=[CH:37][C:31]([CH2:32][C:33]2([NH:36][CH2:21][CH:20]([C:12]3[C:13]4[O:18][CH2:17][C:16](=[O:19])[NH:15][C:14]=4[C:9]([OH:8])=[CH:10][CH:11]=3)[OH:24])[CH2:35][CH2:34]2)=[CH:30][CH:29]=1)[CH3:26]. (2) Given the reactants [CH2:1]([N:5]1[CH2:9][CH2:8][CH2:7][CH2:6]1)[CH2:2][CH2:3][CH3:4].[CH3:10][O:11][S:12]([C:15]([F:18])([F:17])[F:16])(=[O:14])=[O:13], predict the reaction product. The product is: [F:16][C:15]([F:18])([F:17])[S:12]([O-:14])(=[O:13])=[O:11].[CH2:1]([N+:5]1([CH3:10])[CH2:9][CH2:8][CH2:7][CH2:6]1)[CH2:2][CH2:3][CH3:4].